From a dataset of Acute oral toxicity (LD50) regression data from Zhu et al.. Regression/Classification. Given a drug SMILES string, predict its toxicity properties. Task type varies by dataset: regression for continuous values (e.g., LD50, hERG inhibition percentage) or binary classification for toxic/non-toxic outcomes (e.g., AMES mutagenicity, cardiotoxicity, hepatotoxicity). Dataset: ld50_zhu. (1) The compound is CC(C)CN(CC(=O)NN=Cc1ccc([N+](=O)[O-])o1)CC(C)C. The rat oral LD50 is 2.56, given as -log10 of the dose in mol/kg body weight (higher means more acutely toxic). (2) The drug is CC(C)c1ccc(CC=O)cc1. The rat oral LD50 is 1.60, given as -log10 of the dose in mol/kg body weight (higher means more acutely toxic).